This data is from Catalyst prediction with 721,799 reactions and 888 catalyst types from USPTO. The task is: Predict which catalyst facilitates the given reaction. (1) Reactant: [CH3:1][CH:2]([C@H:4]([NH2:23])C([O:7][CH2:8][CH2:9][O:10][CH2:11][N:12]1[C:16]2[NH:17][C:18]([NH2:22])=[N:19][C:20](=[O:21])[C:15]=2[N:14]=[CH:13]1)=O)[CH3:3].[NH:24]([C:32]([O:34]C(C)(C)C)=O)[C@H:25]([C:29]([OH:31])=[O:30])[CH:26]([CH3:28])[CH3:27]. Product: [CH:13]1[N:12]([CH2:11][O:10][CH2:9][CH2:8][OH:7])[C:16]2[N:17]=[C:18]([NH2:22])[N:19]=[C:20]([OH:21])[C:15]=2[N:14]=1.[CH3:1][CH:2]([C@H:4]([NH2:23])[C:32]([NH:24][C@H:25]([C:29]([OH:31])=[O:30])[CH:26]([CH3:27])[CH3:28])=[O:34])[CH3:3]. The catalyst class is: 66. (2) Reactant: [C:1]([C:3]1[CH:4]=[C:5](B(O)O)[CH:6]=[CH:7][CH:8]=1)#[N:2].C([O-])([O-])=O.[K+].[K+].[CH3:18][CH2:19][O:20][C:21]([CH3:23])=[O:22]. Product: [CH2:19]([O:20][C:21]([C:23]1[CH:7]=[C:8]([C:5]2[CH:6]=[CH:7][CH:8]=[C:3]([C:1]#[N:2])[CH:4]=2)[CH:3]=[CH:4][CH:5]=1)=[O:22])[CH3:18]. The catalyst class is: 57. (3) Reactant: [H-].[Na+].[F:3][C:4]([F:23])([F:22])[C:5]1[CH:10]=[CH:9][C:8]([N:11]2[CH2:15][C:14]3([CH2:20][CH2:19][CH2:18][CH2:17][CH2:16]3)[NH:13][C:12]2=[O:21])=[CH:7][CH:6]=1.Br[CH2:25][C:26]([NH:28][C:29]1[CH:34]=[C:33]([F:35])[CH:32]=[C:31]([F:36])[CH:30]=1)=[O:27].C(=O)([O-])O.[Na+]. Product: [F:35][C:33]1[CH:34]=[C:29]([NH:28][C:26](=[O:27])[CH2:25][N:13]2[C:14]3([CH2:20][CH2:19][CH2:18][CH2:17][CH2:16]3)[CH2:15][N:11]([C:8]3[CH:7]=[CH:6][C:5]([C:4]([F:3])([F:22])[F:23])=[CH:10][CH:9]=3)[C:12]2=[O:21])[CH:30]=[C:31]([F:36])[CH:32]=1. The catalyst class is: 163. (4) Reactant: Br[C:2]1[CH:7]=[CH:6][C:5]([N+:8]([O-:10])=[O:9])=[CH:4][C:3]=1[O:11][CH2:12][C:13]1[CH:18]=[CH:17][CH:16]=[CH:15][CH:14]=1.C(=O)([O-])[O-].[K+].[K+].[CH2:25]([SH:32])[C:26]1[CH:31]=[CH:30][CH:29]=[CH:28][CH:27]=1.CN(C=O)C. Product: [CH2:12]([O:11][C:3]1[CH:4]=[C:5]([N+:8]([O-:10])=[O:9])[CH:6]=[CH:7][C:2]=1[S:32][CH2:25][C:26]1[CH:31]=[CH:30][CH:29]=[CH:28][CH:27]=1)[C:13]1[CH:18]=[CH:17][CH:16]=[CH:15][CH:14]=1. The catalyst class is: 6. (5) Reactant: [N:1]1[C:10]2[C:5](=[N:6][CH:7]=[CH:8][N:9]=2)[C:4]([NH:11][CH2:12][CH2:13][C:14]2[CH:19]=[CH:18][C:17]([OH:20])=[CH:16][CH:15]=2)=[N:3][CH:2]=1.C1(P(C2C=CC=CC=2)C2C=CC=CC=2)C=CC=CC=1.[CH2:40]([O:47][C:48]1[CH:53]=[CH:52][C:51]([CH2:54][CH2:55]O)=[CH:50][CH:49]=1)[C:41]1[CH:46]=[CH:45][CH:44]=[CH:43][CH:42]=1.CC(OC(/N=N/C(OC(C)C)=O)=O)C. Product: [CH2:40]([O:47][C:48]1[CH:49]=[CH:50][C:51]([CH2:54][CH2:55][O:20][C:17]2[CH:18]=[CH:19][C:14]([CH2:13][CH2:12][NH:11][C:4]3[C:5]4[C:10](=[N:9][CH:8]=[CH:7][N:6]=4)[N:1]=[CH:2][N:3]=3)=[CH:15][CH:16]=2)=[CH:52][CH:53]=1)[C:41]1[CH:42]=[CH:43][CH:44]=[CH:45][CH:46]=1. The catalyst class is: 12. (6) Reactant: [CH:1]([O:4][P:5]([C:11]([P:21](=[O:30])([O:26][CH:27]([CH3:29])[CH3:28])[O:22][CH:23]([CH3:25])[CH3:24])([F:20])[CH2:12][C:13]1[CH:18]=[CH:17][N:16]=[C:15](Cl)[CH:14]=1)(=[O:10])[O:6][CH:7]([CH3:9])[CH3:8])([CH3:3])[CH3:2].[NH:31]1[C:39]2[C:34](=[C:35](B(O)O)[CH:36]=[CH:37][CH:38]=2)[CH:33]=[N:32]1. Product: [CH:1]([O:4][P:5]([C:11]([P:21](=[O:30])([O:26][CH:27]([CH3:29])[CH3:28])[O:22][CH:23]([CH3:25])[CH3:24])([F:20])[CH2:12][C:13]1[CH:18]=[CH:17][N:16]=[C:15]([C:35]2[CH:36]=[CH:37][CH:38]=[C:39]3[C:34]=2[CH:33]=[N:32][NH:31]3)[CH:14]=1)(=[O:10])[O:6][CH:7]([CH3:9])[CH3:8])([CH3:3])[CH3:2]. The catalyst class is: 276. (7) Reactant: [F:1][C:2]1[CH:7]=[CH:6][C:5]([C:8]2[O:12][C:11]([CH2:13][C@@H:14]([OH:19])[C:15]([CH3:18])([CH3:17])[CH3:16])=[N:10][N:9]=2)=[CH:4][CH:3]=1.[N:20]([C@@H:23]([CH2:28][CH2:29][CH2:30][CH3:31])[C:24]([O:26][CH3:27])=[O:25])=[C:21]=[O:22]. Product: [F:1][C:2]1[CH:3]=[CH:4][C:5]([C:8]2[O:12][C:11]([CH2:13][C@@H:14]([O:19][C:21]([NH:20][C@@H:23]([CH2:28][CH2:29][CH2:30][CH3:31])[C:24]([O:26][CH3:27])=[O:25])=[O:22])[C:15]([CH3:16])([CH3:18])[CH3:17])=[N:10][N:9]=2)=[CH:6][CH:7]=1. The catalyst class is: 11.